This data is from Full USPTO retrosynthesis dataset with 1.9M reactions from patents (1976-2016). The task is: Predict the reactants needed to synthesize the given product. (1) Given the product [Cl:18][C:19]1[CH:24]=[C:23]([C:25]2([C:27]([F:30])([F:29])[F:28])[O:1][N:2]=[C:3]([C:4]3[C:12]4[N:8]([CH:9]=[CH:10][CH:11]=4)[C:7]([C:13]([O:15][CH2:16][CH3:17])=[O:14])=[CH:6][CH:5]=3)[CH2:26]2)[CH:22]=[C:21]([Cl:31])[C:20]=1[Cl:32], predict the reactants needed to synthesize it. The reactants are: [OH:1]/[N:2]=[CH:3]/[C:4]1[C:12]2[N:8]([CH:9]=[CH:10][CH:11]=2)[C:7]([C:13]([O:15][CH2:16][CH3:17])=[O:14])=[CH:6][CH:5]=1.[Cl:18][C:19]1[CH:24]=[C:23]([C:25]([C:27]([F:30])([F:29])[F:28])=[CH2:26])[CH:22]=[C:21]([Cl:31])[C:20]=1[Cl:32]. (2) Given the product [CH3:27][C@H:28]1[CH2:33][CH2:32][C@H:31]([NH:34][C:11]([C:4]2[C:5]3[C:10](=[CH:9][CH:8]=[CH:7][CH:6]=3)[N:1]=[CH:2][CH:3]=2)=[O:13])[CH2:30][CH2:29]1, predict the reactants needed to synthesize it. The reactants are: [N:1]1[C:10]2[C:5](=[CH:6][CH:7]=[CH:8][CH:9]=2)[C:4]([C:11]([OH:13])=O)=[CH:3][CH:2]=1.C(N1C=CN=C1)(N1C=CN=C1)=O.Cl.[CH3:27][C@H:28]1[CH2:33][CH2:32][C@H:31]([NH2:34])[CH2:30][CH2:29]1.C(N(CC)C(C)C)(C)C. (3) Given the product [Cl:21][C:15]1[C:14]([C:12]([N:11]([CH2:10][CH2:9][OH:8])[C:22]2[CH:23]=[C:24]3[C:28](=[CH:29][CH:30]=2)[N:27]([C:31]2[CH:32]=[N:33][C:34]([C:37]([OH:40])([CH3:39])[CH3:38])=[CH:35][CH:36]=2)[CH:26]=[CH:25]3)=[O:13])=[C:19]([Cl:20])[N:18]=[CH:17][N:16]=1, predict the reactants needed to synthesize it. The reactants are: [Si]([O:8][CH2:9][CH2:10][N:11]([C:22]1[CH:23]=[C:24]2[C:28](=[CH:29][CH:30]=1)[N:27]([C:31]1[CH:32]=[N:33][C:34]([C:37]([OH:40])([CH3:39])[CH3:38])=[CH:35][CH:36]=1)[CH:26]=[CH:25]2)[C:12]([C:14]1[C:15]([Cl:21])=[N:16][CH:17]=[N:18][C:19]=1[Cl:20])=[O:13])(C(C)(C)C)(C)C.Cl. (4) Given the product [CH2:1]([O:3][C:4]([C:6]1[NH:14][C:13]2[C:12]([Cl:15])=[CH:11][N:10]=[CH:9][C:8]=2[C:7]=1[NH:16][C:19]1[CH:20]=[CH:21][C:22]([Si:24]([CH3:26])([CH3:25])[CH3:27])=[CH:23][C:18]=1[F:17])=[O:5])[CH3:2], predict the reactants needed to synthesize it. The reactants are: [CH2:1]([O:3][C:4]([C:6]1[NH:14][C:13]2[C:12]([Cl:15])=[CH:11][N:10]=[CH:9][C:8]=2[C:7]=1[NH2:16])=[O:5])[CH3:2].[F:17][C:18]1[CH:23]=[C:22]([Si:24]([CH3:27])([CH3:26])[CH3:25])[CH:21]=[CH:20][C:19]=1OS(C(F)(F)F)(=O)=O.C(=O)([O-])[O-].[Cs+].[Cs+].CC1(C)C2C(=C(P(C3C=CC=CC=3)C3C=CC=CC=3)C=CC=2)OC2C(P(C3C=CC=CC=3)C3C=CC=CC=3)=CC=CC1=2. (5) Given the product [CH3:1][C:2]1[C:7]([N:8]2[CH:12]=[N:11][N:10]=[N:9]2)=[CH:6][CH:5]=[CH:4][C:3]=1[CH2:13][C:14]([OH:16])=[O:15], predict the reactants needed to synthesize it. The reactants are: [CH3:1][C:2]1[C:7]([N:8]2[CH:12]=[N:11][N:10]=[N:9]2)=[CH:6][CH:5]=[CH:4][C:3]=1[CH2:13][C:14]([O:16]C)=[O:15].[OH-].[Na+].Cl.